Dataset: Full USPTO retrosynthesis dataset with 1.9M reactions from patents (1976-2016). Task: Predict the reactants needed to synthesize the given product. (1) Given the product [F:1][CH:2]([F:14])[C:3]1[C:4]([C:9]([O:11][CH2:12][CH3:13])=[O:10])=[CH:5][N:6]([CH3:17])[N:7]=1, predict the reactants needed to synthesize it. The reactants are: [F:1][CH:2]([F:14])[C:3]1[N:7](C)[N:6]=[CH:5][C:4]=1[C:9]([O:11][CH2:12][CH3:13])=[O:10].P([O-])(OC)O[CH3:17].CS(O)(=O)=O. (2) Given the product [N:1]([CH2:10][CH2:11][CH2:12][CH2:13][CH2:14][N:15]1[C:21](=[O:22])[C:20]2[CH:23]=[CH:24][CH:25]=[CH:26][C:19]=2[O:18][C:17]2[CH:27]=[CH:28][CH:29]=[CH:30][C:16]1=2)=[N+:2]=[N-:3], predict the reactants needed to synthesize it. The reactants are: [N-:1]=[N+:2]=[N-:3].[Na+].CS(C)=O.Br[CH2:10][CH2:11][CH2:12][CH2:13][CH2:14][N:15]1[C:21](=[O:22])[C:20]2[CH:23]=[CH:24][CH:25]=[CH:26][C:19]=2[O:18][C:17]2[CH:27]=[CH:28][CH:29]=[CH:30][C:16]1=2. (3) Given the product [CH:1]1([N:4]([CH2:30][C:31]2[CH:36]=[C:35]([CH2:37][CH2:38][CH2:39][O:40][CH3:41])[CH:34]=[C:33]([O:42][CH2:43][CH2:44][O:45][CH3:46])[CH:32]=2)[C:5]([CH:7]2[C:12]([C:15]3[CH:20]=[CH:19][C:18]([F:21])=[C:17]([F:22])[CH:16]=3)([O:13][CH3:14])[CH2:11][CH2:10][NH:9][CH2:8]2)=[O:6])[CH2:2][CH2:3]1, predict the reactants needed to synthesize it. The reactants are: [CH:1]1([N:4]([CH2:30][C:31]2[CH:36]=[C:35]([CH2:37][CH2:38][CH2:39][O:40][CH3:41])[CH:34]=[C:33]([O:42][CH2:43][CH2:44][O:45][CH3:46])[CH:32]=2)[C:5]([C@@H:7]2[C@:12]([C:15]3[CH:20]=[CH:19][C:18]([F:21])=[C:17]([F:22])[CH:16]=3)([O:13][CH3:14])[CH2:11][CH2:10][N:9](C(OC(C)(C)C)=O)[CH2:8]2)=[O:6])[CH2:3][CH2:2]1.Cl. (4) Given the product [CH2:3]([CH:2]([NH:1][C:8]1[N:13]2[N:14]=[C:15]([CH3:26])[C:16]([C:17]3[C:22]([CH3:23])=[CH:21][C:20]([CH3:24])=[CH:19][C:18]=3[CH3:25])=[C:12]2[N:11]=[C:10]([CH3:27])[C:9]=1[C:28]([O:30][CH2:31][CH3:32])=[O:29])[CH2:5][CH3:6])[CH3:4], predict the reactants needed to synthesize it. The reactants are: [NH2:1][CH:2]([CH2:5][CH3:6])[CH2:3][CH3:4].Cl[C:8]1[N:13]2[N:14]=[C:15]([CH3:26])[C:16]([C:17]3[C:22]([CH3:23])=[CH:21][C:20]([CH3:24])=[CH:19][C:18]=3[CH3:25])=[C:12]2[N:11]=[C:10]([CH3:27])[C:9]=1[C:28]([O:30][CH2:31][CH3:32])=[O:29]. (5) Given the product [CH:25]([N:22]1[CH2:23][CH2:24][C:9]2[C:8]([N:7]3[CH2:6][CH2:5][O:4][CH2:3][C@@H:2]3[CH3:1])=[N:13][C:12]([C:14]3[CH:15]=[N:16][C:17]([NH2:20])=[N:18][CH:19]=3)=[N:11][C:10]=2[CH2:21]1)([CH3:27])[CH3:26], predict the reactants needed to synthesize it. The reactants are: [CH3:1][C@@H:2]1[N:7]([C:8]2[C:9]3[CH2:24][CH2:23][NH:22][CH2:21][C:10]=3[N:11]=[C:12]([C:14]3[CH:15]=[N:16][C:17]([NH2:20])=[N:18][CH:19]=3)[N:13]=2)[CH2:6][CH2:5][O:4][CH2:3]1.[CH:25](Br)([CH3:27])[CH3:26].